Dataset: Peptide-MHC class I binding affinity with 185,985 pairs from IEDB/IMGT. Task: Regression. Given a peptide amino acid sequence and an MHC pseudo amino acid sequence, predict their binding affinity value. This is MHC class I binding data. (1) The peptide sequence is ISAYTHWYY. The MHC is HLA-B15:17 with pseudo-sequence HLA-B15:17. The binding affinity (normalized) is 1.00. (2) The peptide sequence is LSCCRFPRA. The MHC is Mamu-A02 with pseudo-sequence Mamu-A02. The binding affinity (normalized) is 0.136.